Dataset: Catalyst prediction with 721,799 reactions and 888 catalyst types from USPTO. Task: Predict which catalyst facilitates the given reaction. (1) Reactant: FC(F)(F)C(O)=O.[Cl:8][C:9]1[CH:14]=[C:13]2[NH:15][C:16](=[O:38])[C:17]3([CH:21]([C:22]4[CH:27]=[CH:26][CH:25]=[C:24]([Cl:28])[C:23]=4[F:29])[CH:20]([C:30](O)=[O:31])[NH:19][CH:18]3[CH2:33][C:34]([CH3:37])([CH3:36])[CH3:35])[C:12]2=[C:11]([F:39])[CH:10]=1.C(N(C(C)C)CC)(C)C.C1(P(Cl)(C2C=CC=CC=2)=O)C=CC=CC=1.[NH2:64][C:65]1[CH:72]=[CH:71][C:68]([C:69]#[N:70])=[CH:67][C:66]=1[O:73][CH3:74]. Product: [C:69]([C:68]1[CH:71]=[CH:72][C:65]([NH:64][C:30]([CH:20]2[NH:19][CH:18]([CH2:33][C:34]([CH3:35])([CH3:36])[CH3:37])[C:17]3([C:12]4[C:13](=[CH:14][C:9]([Cl:8])=[CH:10][C:11]=4[F:39])[NH:15][C:16]3=[O:38])[CH:21]2[C:22]2[CH:27]=[CH:26][CH:25]=[C:24]([Cl:28])[C:23]=2[F:29])=[O:31])=[C:66]([O:73][CH3:74])[CH:67]=1)#[N:70]. The catalyst class is: 26. (2) Reactant: [CH2:1]([C:5]1([N:28]([CH3:30])[CH3:29])[CH2:10][CH2:9][CH:8]([C:11]2[NH:12][C:13]3[C:18]([C:19]=2[CH2:20][CH2:21][CH2:22][CH2:23][O:24][C:25](=[O:27])[CH3:26])=[CH:17][CH:16]=[CH:15][CH:14]=3)[CH2:7][CH2:6]1)[CH2:2][CH2:3][CH3:4].[Si]([Cl:35])(C)(C)C. Product: [ClH:35].[C:25]([O:24][CH2:23][CH2:22][CH2:21][CH2:20][C:19]1[C:18]2[C:13](=[CH:14][CH:15]=[CH:16][CH:17]=2)[NH:12][C:11]=1[CH:8]1[CH2:9][CH2:10][C:5]([CH2:1][CH2:2][CH2:3][CH3:4])([N:28]([CH3:30])[CH3:29])[CH2:6][CH2:7]1)(=[O:27])[CH3:26]. The catalyst class is: 13. (3) Reactant: COC1C=CC(P2(SP(C3C=CC(OC)=CC=3)(=S)S2)=[S:10])=CC=1.[CH2:23]([O:28][C:29]1[CH:34]=[CH:33][NH:32][C:31](=O)[C:30]=1[CH3:36])[CH2:24][CH2:25][CH2:26][CH3:27]. Product: [CH2:23]([O:28][C:29]1[CH:34]=[CH:33][NH:32][C:31](=[S:10])[C:30]=1[CH3:36])[CH2:24][CH2:25][CH2:26][CH3:27]. The catalyst class is: 11. (4) Reactant: [Cl:1][C:2]1[CH:3]=[C:4]([C@H:9]2[C:18]3[C:13](=[CH:14][C:15]([C:19]#[C:20][CH2:21][CH2:22][CH2:23][O:24][CH3:25])=[CH:16][CH:17]=3)[C@@H:12]([N:26](C(OC(C)(C)C)=O)[CH3:27])[CH2:11][CH2:10]2)[CH:5]=[CH:6][C:7]=1[Cl:8]. Product: [ClH:1].[Cl:1][C:2]1[CH:3]=[C:4]([C@H:9]2[C:18]3[C:13](=[CH:14][C:15]([C:19]#[C:20][CH2:21][CH2:22][CH2:23][O:24][CH3:25])=[CH:16][CH:17]=3)[C@@H:12]([NH:26][CH3:27])[CH2:11][CH2:10]2)[CH:5]=[CH:6][C:7]=1[Cl:8]. The catalyst class is: 89. (5) Reactant: C(OC([N:8]1[CH2:13][CH2:12][CH:11]([O:14][C:15]2[CH:20]=[C:19]([CH3:21])[C:18]([C:22]3[CH:27]=[CH:26][CH:25]=[C:24]([CH2:28][O:29][C:30]4[CH:43]=[CH:42][C:33]5[C@H:34]([CH2:37][C:38]([O:40][CH3:41])=[O:39])[CH2:35][O:36][C:32]=5[CH:31]=4)[CH:23]=3)=[C:17]([CH3:44])[CH:16]=2)[CH2:10][CH2:9]1)=O)(C)(C)C. Product: [CH3:21][C:19]1[CH:20]=[C:15]([O:14][CH:11]2[CH2:10][CH2:9][NH:8][CH2:13][CH2:12]2)[CH:16]=[C:17]([CH3:44])[C:18]=1[C:22]1[CH:27]=[CH:26][CH:25]=[C:24]([CH2:28][O:29][C:30]2[CH:43]=[CH:42][C:33]3[C@H:34]([CH2:37][C:38]([O:40][CH3:41])=[O:39])[CH2:35][O:36][C:32]=3[CH:31]=2)[CH:23]=1. The catalyst class is: 89. (6) Reactant: [CH2:1]=[CH:2][C:3]1[CH:8]=[CH:7][CH:6]=[CH:5][CH:4]=1.[CH3:9][CH2:10][C:11]([CH2:13][CH2:14]/[CH:15]=[C:16](/[CH2:18][CH2:19][CH:20]=[C:21]([CH3:23])[CH3:22])\[CH3:17])=[CH2:12]. Product: [CH3:9][CH2:10][C:11]([CH2:13][CH2:14]/[CH:15]=[C:16](/[CH2:18][CH2:19][CH:20]=[C:21]([CH3:22])[CH3:23])\[CH3:17])=[CH2:12].[CH2:1]=[CH:2][C:3]1[CH:8]=[CH:7][CH:6]=[CH:5][CH:4]=1. The catalyst class is: 5. (7) Reactant: [Cl:1][C:2]1[N:6]([C:7]2[N:12]=[CH:11][CH:10]=[CH:9][N:8]=2)[N:5]=[CH:4][C:3]=1[C:13]([OH:15])=O.CCN(C(C)C)C(C)C.[C:25]12([CH2:35][NH2:36])[CH2:34][CH:29]3[CH2:30][CH:31]([CH2:33][CH:27]([CH2:28]3)[CH2:26]1)[CH2:32]2.F[P-](F)(F)(F)(F)F.N1(O[P+](N(C)C)(N(C)C)N(C)C)C2C=CC=CC=2N=N1. Product: [C:25]12([CH2:35][NH:36][C:13]([C:3]3[CH:4]=[N:5][N:6]([C:7]4[N:8]=[CH:9][CH:10]=[CH:11][N:12]=4)[C:2]=3[Cl:1])=[O:15])[CH2:32][CH:31]3[CH2:30][CH:29]([CH2:28][CH:27]([CH2:33]3)[CH2:26]1)[CH2:34]2. The catalyst class is: 18. (8) Reactant: [CH2:1]([N:3]1[CH2:8][CH2:7][N:6]([CH2:9][C:10]2[CH:15]=[CH:14][C:13]([N+:16]([O-])=O)=[CH:12][CH:11]=2)[CH2:5][CH2:4]1)[CH3:2]. The catalyst class is: 61. Product: [CH2:1]([N:3]1[CH2:8][CH2:7][N:6]([CH2:9][C:10]2[CH:15]=[CH:14][C:13]([NH2:16])=[CH:12][CH:11]=2)[CH2:5][CH2:4]1)[CH3:2].